This data is from NCI-60 drug combinations with 297,098 pairs across 59 cell lines. The task is: Regression. Given two drug SMILES strings and cell line genomic features, predict the synergy score measuring deviation from expected non-interaction effect. (1) Drug 1: CC1=C(C=C(C=C1)NC2=NC=CC(=N2)N(C)C3=CC4=NN(C(=C4C=C3)C)C)S(=O)(=O)N.Cl. Drug 2: B(C(CC(C)C)NC(=O)C(CC1=CC=CC=C1)NC(=O)C2=NC=CN=C2)(O)O. Cell line: HS 578T. Synergy scores: CSS=6.31, Synergy_ZIP=1.99, Synergy_Bliss=7.54, Synergy_Loewe=4.44, Synergy_HSA=4.25. (2) Drug 1: CC1=C2C(C(=O)C3(C(CC4C(C3C(C(C2(C)C)(CC1OC(=O)C(C(C5=CC=CC=C5)NC(=O)OC(C)(C)C)O)O)OC(=O)C6=CC=CC=C6)(CO4)OC(=O)C)OC)C)OC. Drug 2: C(CN)CNCCSP(=O)(O)O. Cell line: SK-OV-3. Synergy scores: CSS=28.9, Synergy_ZIP=1.59, Synergy_Bliss=-0.364, Synergy_Loewe=-30.7, Synergy_HSA=-0.891. (3) Drug 1: COC1=C(C=C2C(=C1)N=CN=C2NC3=CC(=C(C=C3)F)Cl)OCCCN4CCOCC4. Drug 2: C1C(C(OC1N2C=C(C(=O)NC2=O)F)CO)O. Cell line: HOP-62. Synergy scores: CSS=55.3, Synergy_ZIP=5.85, Synergy_Bliss=6.33, Synergy_Loewe=8.52, Synergy_HSA=9.65.